Task: Regression. Given two drug SMILES strings and cell line genomic features, predict the synergy score measuring deviation from expected non-interaction effect.. Dataset: NCI-60 drug combinations with 297,098 pairs across 59 cell lines (1) Drug 1: CC12CCC(CC1=CCC3C2CCC4(C3CC=C4C5=CN=CC=C5)C)O. Synergy scores: CSS=1.33, Synergy_ZIP=0.00471, Synergy_Bliss=-0.549, Synergy_Loewe=-4.56, Synergy_HSA=-4.60. Drug 2: CC1=C(C=C(C=C1)C(=O)NC2=CC(=CC(=C2)C(F)(F)F)N3C=C(N=C3)C)NC4=NC=CC(=N4)C5=CN=CC=C5. Cell line: HCT-15. (2) Drug 1: C1CC(C1)(C(=O)O)C(=O)O.[NH2-].[NH2-].[Pt+2]. Drug 2: C1CN1C2=NC(=NC(=N2)N3CC3)N4CC4. Cell line: OVCAR-8. Synergy scores: CSS=23.1, Synergy_ZIP=-11.0, Synergy_Bliss=-0.102, Synergy_Loewe=-7.01, Synergy_HSA=0.344. (3) Drug 2: CC12CCC3C(C1CCC2O)C(CC4=C3C=CC(=C4)O)CCCCCCCCCS(=O)CCCC(C(F)(F)F)(F)F. Synergy scores: CSS=26.0, Synergy_ZIP=0.993, Synergy_Bliss=1.85, Synergy_Loewe=-14.6, Synergy_HSA=3.30. Drug 1: C1=CC(=C2C(=C1NCCNCCO)C(=O)C3=C(C=CC(=C3C2=O)O)O)NCCNCCO. Cell line: EKVX. (4) Synergy scores: CSS=0.282, Synergy_ZIP=-0.585, Synergy_Bliss=-2.38, Synergy_Loewe=-0.663, Synergy_HSA=-4.10. Drug 1: C#CCC(CC1=CN=C2C(=N1)C(=NC(=N2)N)N)C3=CC=C(C=C3)C(=O)NC(CCC(=O)O)C(=O)O. Drug 2: C1CNP(=O)(OC1)N(CCCl)CCCl. Cell line: U251.